This data is from Forward reaction prediction with 1.9M reactions from USPTO patents (1976-2016). The task is: Predict the product of the given reaction. (1) Given the reactants Cl[C:2]1[N:11]=CC=[C:8]2[C:3]=1[CH:4]=[C:5]([C:30]1[CH:35]=[CH:34][CH:33]=[CH:32][CH:31]=1)[C:6]([C:12]1[CH:17]=[CH:16][C:15]([C:18]3([NH:22]C(=O)OC(C)(C)C)[CH2:21][CH2:20][CH2:19]3)=[CH:14][CH:13]=1)=[N:7]2.[F:36][C:37]([F:45])(S(F)(=O)=O)C(O)=O.CCO[C:49]([CH3:51])=[O:50], predict the reaction product. The product is: [NH2:22][C:18]1([C:15]2[CH:16]=[CH:17][C:12]([C:6]3[C:5]([C:30]4[CH:31]=[CH:32][CH:33]=[CH:34][CH:35]=4)=[CH:4][C:51]4[C:49](=[O:50])[N:11]([CH:37]([F:45])[F:36])[CH:2]=[CH:3][C:8]=4[N:7]=3)=[CH:13][CH:14]=2)[CH2:19][CH2:20][CH2:21]1. (2) Given the reactants Cl[C:2]1[C:3]2[C:10]3[CH2:11][CH2:12][CH:13]([C:15]([N:17]([CH3:19])[CH3:18])=[O:16])[CH2:14][C:9]=3[S:8][C:4]=2[N:5]=[CH:6][N:7]=1.[CH2:20]([O:23][C:24]1[CH:32]=[C:31]2[C:27]([CH:28]=[N:29][NH:30]2)=[CH:26][C:25]=1[NH2:33])[CH2:21][CH3:22], predict the reaction product. The product is: [CH3:18][N:17]([CH3:19])[C:15]([CH:13]1[CH2:12][CH2:11][C:10]2[C:3]3[C:2]([NH:33][C:25]4[CH:26]=[C:27]5[C:31](=[CH:32][C:24]=4[O:23][CH2:20][CH2:21][CH3:22])[NH:30][N:29]=[CH:28]5)=[N:7][CH:6]=[N:5][C:4]=3[S:8][C:9]=2[CH2:14]1)=[O:16].